Dataset: Forward reaction prediction with 1.9M reactions from USPTO patents (1976-2016). Task: Predict the product of the given reaction. (1) Given the reactants [CH2:1]1[C:9]2[C:4](=[CH:5][CH:6]=[CH:7][CH:8]=2)[C:3]([CH2:10][CH2:11][C:12]2[CH:17]=[CH:16][CH:15]=[CH:14][N:13]=2)=[CH:2]1.C([Li])CCC.CCCCCC.O1CCCC1.O1CCCC1.O1CCCC1.[Cl-:44].[Cl-].[Cl-].[Cr+3:47], predict the reaction product. The product is: [Cl-:44].[Cl-:44].[N:13]1[CH:14]=[CH:15][CH:16]=[CH:17][C:12]=1[CH2:11][CH2:10][C:3]1[C:4]2[C:9](=[CH:8][CH:7]=[CH:6][CH:5]=2)[CH:1]([Cr+2:47])[CH:2]=1. (2) Given the reactants C1COCC1.[CH3:6][C:7]1[N:12]=[CH:11][C:10]([C:13](=O)[CH3:14])=[CH:9][CH:8]=1.[CH3:16][C:17]([S@:20]([NH-:22])=[O:21])([CH3:19])[CH3:18].[BH4-].[Na+], predict the reaction product. The product is: [CH3:6][C:7]1[N:12]=[CH:11][C:10]([C@H:13]([NH:22][S:20]([C:17]([CH3:19])([CH3:18])[CH3:16])=[O:21])[CH3:14])=[CH:9][CH:8]=1. (3) Given the reactants Cl.C([O:9][P:10]([CH2:19][C@H:20]([OH:23])[CH2:21][NH2:22])([CH2:12][CH:13]1[CH2:18][CH2:17][CH2:16][CH2:15][CH2:14]1)=[O:11])C1C=CC=CC=1.C([N:34]1[CH2:41][CH2:40][CH2:39][C@H:35]1[C:36](O)=[O:37])(OCC1C=CC=CC=1)=O, predict the reaction product. The product is: [CH:13]1([CH2:12][P:10]([CH2:19][C@H:20]([OH:23])[CH2:21][NH:22][C:36]([C@@H:35]2[CH2:39][CH2:40][CH2:41][NH:34]2)=[O:37])(=[O:11])[OH:9])[CH2:14][CH2:15][CH2:16][CH2:17][CH2:18]1. (4) Given the reactants [Cl:1][C:2]1[N:7]=[CH:6][N:5]=[C:4]([N:8]2[C:12](=[O:13])[C:11]([C:14]3[CH:15]=[N:16][CH:17]=[CH:18][CH:19]=3)=[CH:10][NH:9]2)[CH:3]=1.C(N(CC)C(C)C)(C)C.Cl.[NH:30]1[CH2:33][CH:32]([OH:34])[CH2:31]1.C(O)C, predict the reaction product. The product is: [ClH:1].[OH:34][CH:32]1[CH2:33][N:30]([C:2]2[N:7]=[CH:6][N:5]=[C:4]([N:8]3[C:12](=[O:13])[C:11]([C:14]4[CH:15]=[N:16][CH:17]=[CH:18][CH:19]=4)=[CH:10][NH:9]3)[CH:3]=2)[CH2:31]1. (5) Given the reactants [C:1]([O:5][C:6]([N:8]([CH2:25][C@H:26]1[CH2:35][CH2:34][C:33]2[C:28](=[CH:29][CH:30]=[C:31]([C:36]3[CH:37]=[C:38]([CH:43]=[CH:44][CH:45]=3)[C:39]([O:41]C)=[O:40])[CH:32]=2)[O:27]1)[CH2:9][C@H:10]([O:17][Si:18]([C:21]([CH3:24])([CH3:23])[CH3:22])([CH3:20])[CH3:19])[C:11]1[CH:12]=[N:13][CH:14]=[CH:15][CH:16]=1)=[O:7])([CH3:4])([CH3:3])[CH3:2].[OH-].[Na+], predict the reaction product. The product is: [C:1]([O:5][C:6]([N:8]([CH2:25][C@H:26]1[CH2:35][CH2:34][C:33]2[C:28](=[CH:29][CH:30]=[C:31]([C:36]3[CH:37]=[C:38]([CH:43]=[CH:44][CH:45]=3)[C:39]([OH:41])=[O:40])[CH:32]=2)[O:27]1)[CH2:9][C@H:10]([O:17][Si:18]([C:21]([CH3:24])([CH3:23])[CH3:22])([CH3:20])[CH3:19])[C:11]1[CH:12]=[N:13][CH:14]=[CH:15][CH:16]=1)=[O:7])([CH3:2])([CH3:3])[CH3:4]. (6) Given the reactants [CH3:1][C:2]1[CH:6]=[C:5](C)[N:4]([C:8](=[NH:20])[NH:9][S:10]([C:13]2[CH:18]=[CH:17][C:16]([Cl:19])=[CH:15][CH:14]=2)(=[O:12])=[O:11])N=1.CS(O)(=O)=O.[N:26]1C=CC=[CH:28][C:27]=1CN, predict the reaction product. The product is: [NH2:20][C:8]([NH:4][CH2:5][C:6]1[CH:2]=[CH:1][CH:28]=[CH:27][N:26]=1)=[N:9][S:10]([C:13]1[CH:14]=[CH:15][C:16]([Cl:19])=[CH:17][CH:18]=1)(=[O:11])=[O:12]. (7) Given the reactants [CH2:1]([O:3][C:4]([C:6]1([CH3:27])[CH2:11][CH2:10][N:9]([C:12]2[CH2:26][C:15]3([CH2:18][N:17]([C:19](OC(C)(C)C)=O)[CH2:16]3)[O:14][N:13]=2)[CH2:8][CH2:7]1)=[O:5])[CH3:2].[CH:28]1([C:31]2[CH:36]=[C:35](C=O)[C:34]([N:39]3[CH2:44][CH2:43][S:42][CH2:41][CH2:40]3)=[CH:33][C:32]=2[C:45]2[CH:50]=[CH:49][C:48]([F:51])=[CH:47][CH:46]=2)[CH2:30][CH2:29]1, predict the reaction product. The product is: [CH:28]1([C:31]2[CH:36]=[C:35]([CH2:19][N:17]3[CH2:16][C:15]4([CH2:26][C:12]([N:9]5[CH2:10][CH2:11][C:6]([CH3:27])([C:4]([O:3][CH2:1][CH3:2])=[O:5])[CH2:7][CH2:8]5)=[N:13][O:14]4)[CH2:18]3)[C:34]([N:39]3[CH2:40][CH2:41][S:42][CH2:43][CH2:44]3)=[CH:33][C:32]=2[C:45]2[CH:46]=[CH:47][C:48]([F:51])=[CH:49][CH:50]=2)[CH2:30][CH2:29]1.